From a dataset of Catalyst prediction with 721,799 reactions and 888 catalyst types from USPTO. Predict which catalyst facilitates the given reaction. (1) Reactant: [CH:1]1([S:4]([C:7]2[C:22]([F:23])=[CH:21][C:20]([N+:24]([O-])=O)=[CH:19][C:8]=2[CH2:9][N:10](C)[C:11](=O)OC(C)(C)C)(=[O:6])=[O:5])[CH2:3][CH2:2]1.O1CCOCC1.[ClH:33]. Product: [ClH:33].[CH:1]1([S:4]([C:7]2[C:8]([CH2:9][NH:10][CH3:11])=[CH:19][C:20]([NH2:24])=[CH:21][C:22]=2[F:23])(=[O:6])=[O:5])[CH2:2][CH2:3]1. The catalyst class is: 19. (2) Reactant: [C:1]([O:5][C:6]([N:8]1[CH2:14][CH2:13][C:12]2[CH:15]=[CH:16][C:17]([OH:19])=[CH:18][C:11]=2[CH2:10][CH2:9]1)=[O:7])([CH3:4])([CH3:3])[CH3:2].[CH3:20][S:21](Cl)(=[O:23])=[O:22].C(N(CC)CC)C. Product: [C:1]([O:5][C:6]([N:8]1[CH2:14][CH2:13][C:12]2[CH:15]=[CH:16][C:17]([O:19][S:21]([CH3:20])(=[O:23])=[O:22])=[CH:18][C:11]=2[CH2:10][CH2:9]1)=[O:7])([CH3:4])([CH3:2])[CH3:3]. The catalyst class is: 4. (3) Reactant: C1(P(C2C=CC=CC=2)C2C=CC=CC=2)C=CC=CC=1.[C:20]([Br:24])(Br)(Br)Br.[Cl:25][C:26]1[CH:31]=[C:30](CO)[CH:29]=[CH:28][N:27]=1. Product: [Br:24][CH2:20][C:30]1[CH:29]=[CH:28][N:27]=[C:26]([Cl:25])[CH:31]=1. The catalyst class is: 2. (4) Reactant: [Cl:1][C:2]1[S:6][C:5]([S:7]([NH:10][CH:11]([C:17]2[N:21]([CH2:22][C:23]3[CH:28]=[CH:27][C:26]([O:29]C)=[CH:25][CH:24]=3)[N:20]=[CH:19][CH:18]=2)[CH:12]([CH2:15][CH3:16])[CH2:13][CH3:14])(=[O:9])=[O:8])=[CH:4][CH:3]=1.B(Br)(Br)Br.O. Product: [Cl:1][C:2]1[S:6][C:5]([S:7]([NH:10][CH:11]([C:17]2[N:21]([CH2:22][C:23]3[CH:24]=[CH:25][C:26]([OH:29])=[CH:27][CH:28]=3)[N:20]=[CH:19][CH:18]=2)[CH:12]([CH2:15][CH3:16])[CH2:13][CH3:14])(=[O:8])=[O:9])=[CH:4][CH:3]=1. The catalyst class is: 2.